This data is from HIV replication inhibition screening data with 41,000+ compounds from the AIDS Antiviral Screen. The task is: Binary Classification. Given a drug SMILES string, predict its activity (active/inactive) in a high-throughput screening assay against a specified biological target. (1) The compound is O=C1CSC(=O)N1c1ccccc1. The result is 0 (inactive). (2) The compound is CCCCOCC(=O)C1CCC2C(CCC3(C)C(O)CCC23)C1C(=O)O. The result is 0 (inactive). (3) The compound is CC1(C)OCC(C2OC(OC(=O)c3ccc(C(F)(F)F)cc3)C3OC(C)(C)OC23)O1. The result is 0 (inactive). (4) The compound is NC(Cn1ccc(=O)c(O)c1)C(=O)O. The result is 0 (inactive).